Dataset: Full USPTO retrosynthesis dataset with 1.9M reactions from patents (1976-2016). Task: Predict the reactants needed to synthesize the given product. (1) Given the product [ClH:6].[CH3:1][C:2]([NH:5][CH2:7][C:8]1[N:12]([CH3:13])[N:11]=[N:10][N:9]=1)([CH3:4])[CH3:3], predict the reactants needed to synthesize it. The reactants are: [CH3:1][C:2]([NH2:5])([CH3:4])[CH3:3].[Cl:6][CH2:7][C:8]1[N:12]([CH3:13])[N:11]=[N:10][N:9]=1. (2) Given the product [CH2:1]([CH:5]([CH2:8][C:9]#[N:10])[C:6]#[N:7])[CH:2]([CH3:4])[CH3:3], predict the reactants needed to synthesize it. The reactants are: [CH2:1]([C@H:5]([CH2:8][C:9]#[N:10])[C:6]#[N:7])[CH:2]([CH3:4])[CH3:3].C1(C)C=CC=CC=1.N12CCCN=C1CCCCC2. (3) Given the product [NH2:1][CH2:4][C:5]1[CH:6]=[C:7]([CH:12]=[C:13]([N:15]([CH3:20])[S:16]([CH3:19])(=[O:18])=[O:17])[CH:14]=1)[C:8]([O:10][CH3:11])=[O:9], predict the reactants needed to synthesize it. The reactants are: [N:1]([CH2:4][C:5]1[CH:6]=[C:7]([CH:12]=[C:13]([N:15]([CH3:20])[S:16]([CH3:19])(=[O:18])=[O:17])[CH:14]=1)[C:8]([O:10][CH3:11])=[O:9])=[N+]=[N-].C(C1C=NC=C(CCC(C)C)C=1)#N. (4) Given the product [CH3:2][N:3]1[C:7]([NH:8][C:9]2[CH:10]=[C:11]3[C:21](=[CH:22][CH:23]=2)[O:20][C:14]2([CH2:15][CH2:16][N:17]([C:57]([C:56]4[CH:60]=[C:61]([C:63]5[NH:67][N:66]=[N:65][N:64]=5)[N:62]=[C:54]([C:48]5[CH:49]=[CH:50][CH:51]=[CH:52][CH:53]=5)[CH:55]=4)=[O:58])[CH2:18][CH2:19]2)[CH2:13][C:12]3=[O:24])=[CH:6][CH:5]=[N:4]1, predict the reactants needed to synthesize it. The reactants are: Cl.[CH3:2][N:3]1[C:7]([NH:8][C:9]2[CH:10]=[C:11]3[C:21](=[CH:22][CH:23]=2)[O:20][C:14]2([CH2:19][CH2:18][NH:17][CH2:16][CH2:15]2)[CH2:13][C:12]3=[O:24])=[CH:6][CH:5]=[N:4]1.O.ON1C2C=CC=CC=2N=N1.Cl.CN(C)CCCN=C=NCC.[C:48]1([C:54]2[CH:55]=[C:56]([CH:60]=[C:61]([C:63]3[NH:67][N:66]=[N:65][N:64]=3)[N:62]=2)[C:57](O)=[O:58])[CH:53]=[CH:52][CH:51]=[CH:50][CH:49]=1.